Task: Predict which catalyst facilitates the given reaction.. Dataset: Catalyst prediction with 721,799 reactions and 888 catalyst types from USPTO (1) Reactant: [NH2:1][C:2]12[C:20](=[O:21])[C:19]3[C:14](=[CH:15][CH:16]=[CH:17][CH:18]=3)[C:3]1([OH:22])[O:4][C:5]1[CH:10]=[C:9]([CH:11]([CH3:13])[CH3:12])[CH:8]=[CH:7][C:6]=12.[C:23]1([S:29](Cl)(=[O:31])=[O:30])[CH:28]=[CH:27][CH:26]=[CH:25][CH:24]=1.C([O-])([O-])=O.[K+].[K+].C1OCCOCCOCCOCCOCCOC1. Product: [OH:22][C:3]12[C:14]3[C:19](=[CH:18][CH:17]=[CH:16][CH:15]=3)[C:20](=[O:21])[C:2]1([NH:1][S:29]([C:23]1[CH:28]=[CH:27][CH:26]=[CH:25][CH:24]=1)(=[O:31])=[O:30])[C:6]1[CH:7]=[CH:8][C:9]([CH:11]([CH3:13])[CH3:12])=[CH:10][C:5]=1[O:4]2. The catalyst class is: 2. (2) Reactant: Cl.[NH2:2][C:3]([NH2:5])=[NH:4].CCC([O-])(C)C.[Na+].C[O:14][C:15](=O)[C:16]1[CH:21]=[CH:20][C:19]([CH:22]2[CH2:27][CH2:26][N:25]([C:28](=[O:30])[CH3:29])[CH2:24][CH2:23]2)=[C:18]([C:31]([F:34])([F:33])[F:32])[CH:17]=1.O. Product: [C:28]([N:25]1[CH2:26][CH2:27][CH:22]([C:19]2[CH:20]=[CH:21][C:16]([C:15]([NH:4][C:3]([NH2:5])=[NH:2])=[O:14])=[CH:17][C:18]=2[C:31]([F:34])([F:32])[F:33])[CH2:23][CH2:24]1)(=[O:30])[CH3:29]. The catalyst class is: 9. (3) Reactant: [OH:1][C:2]1[CH:3]=[C:4]([CH:7]=[CH:8][C:9]=1[O:10][CH3:11])[CH:5]=[O:6].[CH3:12][S:13](Cl)(=[O:15])=[O:14].C(N(CC)CC)C. Product: [CH3:12][S:13]([O:1][C:2]1[CH:3]=[C:4]([CH:5]=[O:6])[CH:7]=[CH:8][C:9]=1[O:10][CH3:11])(=[O:15])=[O:14]. The catalyst class is: 2. (4) Product: [CH2:17]([O:19][C:20]1[CH:21]=[C:22]([CH:23]2[C:7]([C:1]3[CH:6]=[CH:5][CH:4]=[CH:3][CH:2]=3)=[C:8]([C:10]3[CH:15]=[CH:14][CH:13]=[CH:12][C:11]=3[CH3:16])[NH:35][C:33](=[O:34])[NH:32]2)[CH:25]=[C:26]([N+:29]([O-:31])=[O:30])[C:27]=1[OH:28])[CH3:18]. The catalyst class is: 351. Reactant: [C:1]1([CH2:7][C:8]([C:10]2[CH:15]=[CH:14][CH:13]=[CH:12][C:11]=2[CH3:16])=O)[CH:6]=[CH:5][CH:4]=[CH:3][CH:2]=1.[CH2:17]([O:19][C:20]1[CH:21]=[C:22]([CH:25]=[C:26]([N+:29]([O-:31])=[O:30])[C:27]=1[OH:28])[CH:23]=O)[CH3:18].[NH2:32][C:33]([NH2:35])=[O:34].Cl. (5) Reactant: [Cl:1][C:2]1[C:3]([O:12][C:13]2[CH:14]=[N:15][C:16]([O:20][CH2:21][CH:22]([CH3:24])[CH3:23])=[C:17]([Cl:19])[CH:18]=2)=[CH:4][C:5]([F:11])=[C:6]([CH:10]=1)[C:7](O)=[O:8].C(N1C=CN=C1)(N1C=CN=C1)=O.[CH3:37][N:38]([CH3:43])[S:39]([NH2:42])(=[O:41])=[O:40].N12CCCN=C1CCCCC2. Product: [Cl:1][C:2]1[C:3]([O:12][C:13]2[CH:14]=[N:15][C:16]([O:20][CH2:21][CH:22]([CH3:24])[CH3:23])=[C:17]([Cl:19])[CH:18]=2)=[CH:4][C:5]([F:11])=[C:6]([CH:10]=1)[C:7]([NH:42][S:39](=[O:41])(=[O:40])[N:38]([CH3:43])[CH3:37])=[O:8]. The catalyst class is: 54. (6) Reactant: Cl[C:2]1[N:7]=[C:6]([NH:8][CH:9]2[CH2:11][CH2:10]2)[C:5]([Cl:12])=[CH:4][N:3]=1.[CH3:13][S:14][CH:15]([C:18]1[CH:19]=[C:20]([CH:22]=[CH:23][CH:24]=1)[NH2:21])[CH2:16][CH3:17].C1(C)C=CC(S(O)(=O)=O)=CC=1. Product: [Cl:12][C:5]1[C:6]([NH:8][CH:9]2[CH2:11][CH2:10]2)=[N:7][C:2]([NH:21][C:20]2[CH:22]=[CH:23][CH:24]=[C:18]([CH:15]([S:14][CH3:13])[CH2:16][CH3:17])[CH:19]=2)=[N:3][CH:4]=1. The catalyst class is: 11. (7) Reactant: Cl.Cl.[CH:3]1([N:6]2[CH2:11][CH2:10][CH:9]([NH2:12])[CH2:8][CH2:7]2)[CH2:5][CH2:4]1.C([O-])(O)=[O:14].[Na+].[CH3:18][O:19][C:20]([C:22]1[CH:34]=[CH:33][C:25]2[NH:26][C:27]([C:29](Cl)(Cl)Cl)=[N:28][C:24]=2[CH:23]=1)=[O:21]. Product: [CH3:18][O:19][C:20]([C:22]1[CH:34]=[CH:33][C:25]2[NH:26][C:27]([C:29](=[O:14])[NH:12][CH:9]3[CH2:10][CH2:11][N:6]([CH:3]4[CH2:5][CH2:4]4)[CH2:7][CH2:8]3)=[N:28][C:24]=2[CH:23]=1)=[O:21]. The catalyst class is: 20. (8) Reactant: [CH3:1][C:2]1[CH:7]=[CH:6][C:5]([N+:8]([O-])=O)=[CH:4][C:3]=1[NH:11][S:12]([CH2:15][CH2:16][CH3:17])(=[O:14])=[O:13]. Product: [NH2:8][C:5]1[CH:6]=[CH:7][C:2]([CH3:1])=[C:3]([NH:11][S:12]([CH2:15][CH2:16][CH3:17])(=[O:14])=[O:13])[CH:4]=1. The catalyst class is: 227. (9) Reactant: [C:1]([O:5][C:6]([N:8]1[CH2:13][CH:12]=[C:11]([C:14]2[CH:19]=[CH:18][CH:17]=[CH:16][N:15]=2)[CH2:10][CH2:9]1)=[O:7])([CH3:4])([CH3:3])[CH3:2]. Product: [C:1]([O:5][C:6]([N:8]1[CH2:9][CH2:10][CH:11]([C:14]2[CH:19]=[CH:18][CH:17]=[CH:16][N:15]=2)[CH2:12][CH2:13]1)=[O:7])([CH3:4])([CH3:2])[CH3:3]. The catalyst class is: 45.